This data is from Forward reaction prediction with 1.9M reactions from USPTO patents (1976-2016). The task is: Predict the product of the given reaction. (1) Given the reactants [CH3:1][O:2][CH2:3][CH2:4][CH2:5][C:6]#[N:7].[NH2:8][OH:9], predict the reaction product. The product is: [OH:9]/[N:8]=[C:6](\[NH2:7])/[CH2:5][CH2:4][CH2:3][O:2][CH3:1]. (2) Given the reactants [NH:1]1[CH2:4][CH:3]([C:5]([OH:7])=[O:6])[CH2:2]1.C(N(CC)CC)C.[CH2:15]([O:22][C:23](ON1C(=O)CCC1=O)=[O:24])[C:16]1[CH:21]=[CH:20][CH:19]=[CH:18][CH:17]=1, predict the reaction product. The product is: [CH2:15]([O:22][C:23]([N:1]1[CH2:4][CH:3]([C:5]([OH:7])=[O:6])[CH2:2]1)=[O:24])[C:16]1[CH:21]=[CH:20][CH:19]=[CH:18][CH:17]=1. (3) Given the reactants [C:1]([O:5][C:6](=[O:21])[CH2:7][C:8](=[O:20])[C:9]([C:12]1[CH:17]=[CH:16][CH:15]=[C:14]([O:18][CH3:19])[N:13]=1)([CH3:11])[CH3:10])([CH3:4])([CH3:3])[CH3:2].Cl[C:23]1[CH:30]=[CH:29][C:26]([C:27]#[N:28])=[CH:25][C:24]=1[N+]([O-])=O, predict the reaction product. The product is: [C:1]([O:5][C:6]([C:7]1[C:23]2[CH:24]=[CH:25][C:26]([C:27]#[N:28])=[CH:29][C:30]=2[O:20][C:8]=1[C:9]([C:12]1[CH:17]=[CH:16][CH:15]=[C:14]([O:18][CH3:19])[N:13]=1)([CH3:11])[CH3:10])=[O:21])([CH3:2])([CH3:3])[CH3:4]. (4) Given the reactants Br[C:2]1[CH:3]=[C:4]([NH:14][C:15](=[O:17])[CH3:16])[CH:5]=[C:6]([C:10]([CH3:13])([CH3:12])[CH3:11])[C:7]=1[O:8][CH3:9].CC1(C)C(C)(C)OB([C:26]2[CH:27]=[C:28]3[C:33](=[CH:34][CH:35]=2)[CH:32]=[C:31]([NH:36][S:37]([CH3:40])(=[O:39])=[O:38])[CH:30]=[CH:29]3)O1, predict the reaction product. The product is: [C:10]([C:6]1[CH:5]=[C:4]([NH:14][C:15](=[O:17])[CH3:16])[CH:3]=[C:2]([C:26]2[CH:35]=[CH:34][C:33]3[C:28](=[CH:29][CH:30]=[C:31]([NH:36][S:37]([CH3:40])(=[O:38])=[O:39])[CH:32]=3)[CH:27]=2)[C:7]=1[O:8][CH3:9])([CH3:13])([CH3:12])[CH3:11]. (5) Given the reactants [N+:1]([C:4]1[CH:9]=[CH:8][C:7]([N:10]2[CH2:15][CH2:14][CH2:13][CH2:12][CH2:11]2)=[CH:6][C:5]=1[C:16]1[N:21]=[CH:20][N:19]=[C:18]([NH:22][CH:23]([C:25]2[CH:30]=[CH:29][CH:28]=[C:27]([C:31]([F:34])([F:33])[F:32])[CH:26]=2)[CH3:24])[CH:17]=1)([O-])=O, predict the reaction product. The product is: [NH2:1][C:4]1[CH:9]=[CH:8][C:7]([N:10]2[CH2:11][CH2:12][CH2:13][CH2:14][CH2:15]2)=[CH:6][C:5]=1[C:16]1[N:21]=[CH:20][N:19]=[C:18]([NH:22][CH:23]([C:25]2[CH:30]=[CH:29][CH:28]=[C:27]([C:31]([F:32])([F:34])[F:33])[CH:26]=2)[CH3:24])[CH:17]=1.